This data is from Forward reaction prediction with 1.9M reactions from USPTO patents (1976-2016). The task is: Predict the product of the given reaction. (1) Given the reactants [CH3:1][O:2][C:3](=[O:12])[C:4]1[CH:9]=[CH:8][CH:7]=[C:6]([CH2:10]Br)[CH:5]=1.[C-]#N.[K+].[CH3:16][N:17](C=O)C, predict the reaction product. The product is: [CH3:1][O:2][C:3](=[O:12])[C:4]1[CH:9]=[CH:8][CH:7]=[C:6]([CH2:10][C:16]#[N:17])[CH:5]=1. (2) Given the reactants [Si]([O:8][CH2:9][CH2:10][CH2:11][CH2:12][C@:13]1([CH3:20])[CH2:18][CH2:17][CH2:16][C:15](=[O:19])[CH2:14]1)(C(C)(C)C)(C)C.Cl.C([O-])(O)=O.[Na+], predict the reaction product. The product is: [OH:8][CH2:9][CH2:10][CH2:11][CH2:12][C@@:13]1([CH3:20])[CH2:18][CH2:17][CH2:16][C:15](=[O:19])[CH2:14]1.